From a dataset of Full USPTO retrosynthesis dataset with 1.9M reactions from patents (1976-2016). Predict the reactants needed to synthesize the given product. Given the product [CH2:16]([O:15][C:12]1[CH:13]=[CH:14][C:9]([C:7](=[O:8])[CH3:24])=[N:10][CH:11]=1)[C:17]1[CH:18]=[CH:19][CH:20]=[CH:21][CH:22]=1, predict the reactants needed to synthesize it. The reactants are: C[Li].COCN[C:7]([C:9]1[CH:14]=[CH:13][C:12]([O:15][CH2:16][C:17]2[CH:22]=[CH:21][CH:20]=[CH:19][CH:18]=2)=[CH:11][N:10]=1)=[O:8].O.[C:24](OCC)(=O)C.